Task: Predict the product of the given reaction.. Dataset: Forward reaction prediction with 1.9M reactions from USPTO patents (1976-2016) (1) Given the reactants [CH2:1]([N:8]1[CH2:13][CH2:12][O:11][CH:10]([C:14]([C:25]2[CH:30]=[CH:29][CH:28]=[CH:27][CH:26]=2)([OH:24])[CH2:15][C:16]2[CH:21]=[CH:20][CH:19]=[CH:18][C:17]=2[O:22][CH3:23])[CH2:9]1)[C:2]1[CH:7]=[CH:6][CH:5]=[CH:4][CH:3]=1.[CH2:31](OC1C=CC=CC=1C[Mg]Br)C, predict the reaction product. The product is: [CH2:1]([N:8]1[CH2:13][CH2:12][O:11][CH:10]([C:14]([C:25]2[CH:30]=[CH:29][CH:28]=[CH:27][CH:26]=2)([OH:24])[CH2:15][C:16]2[CH:21]=[CH:20][CH:19]=[CH:18][C:17]=2[O:22][CH2:23][CH3:31])[CH2:9]1)[C:2]1[CH:3]=[CH:4][CH:5]=[CH:6][CH:7]=1. (2) Given the reactants [O:1]=[C:2]1[N:8]([CH:9]2[CH2:14][CH2:13][N:12]([C:15]([O:17][C@H:18]([CH2:40][C:41]3[CH:46]=[C:45]([CH3:47])[CH:44]=[C:43]([CH3:48])[CH:42]=3)[C:19]([N:21]3[CH2:26][CH2:25][N:24]([CH:27]4[CH2:32][CH2:31][N:30](C(OC(C)(C)C)=O)[CH2:29][CH2:28]4)[CH2:23][CH2:22]3)=[O:20])=[O:16])[CH2:11][CH2:10]2)[CH2:7][CH2:6][C:5]2[CH:49]=[CH:50][CH:51]=[CH:52][C:4]=2[NH:3]1.C([O-])([O-])=O.[K+].[K+], predict the reaction product. The product is: [O:1]=[C:2]1[N:8]([CH:9]2[CH2:14][CH2:13][N:12]([C:15]([O:17][C@H:18]([CH2:40][C:41]3[CH:46]=[C:45]([CH3:47])[CH:44]=[C:43]([CH3:48])[CH:42]=3)[C:19](=[O:20])[N:21]3[CH2:22][CH2:23][N:24]([CH:27]4[CH2:32][CH2:31][NH:30][CH2:29][CH2:28]4)[CH2:25][CH2:26]3)=[O:16])[CH2:11][CH2:10]2)[CH2:7][CH2:6][C:5]2[CH:49]=[CH:50][CH:51]=[CH:52][C:4]=2[NH:3]1. (3) Given the reactants Br[Mg][CH2:3][CH2:4][CH2:5][CH:6]=[CH2:7].[CH:8]12[O:13][CH:12]1[CH2:11][O:10][CH2:9]2, predict the reaction product. The product is: [CH2:3]([C@@H:12]1[CH2:11][O:10][CH2:9][C@H:8]1[OH:13])[CH2:4][CH2:5][CH:6]=[CH2:7]. (4) Given the reactants [NH2:1][C:2]1[CH:13]=[CH:12][C:5]([CH2:6][NH:7][S:8]([CH3:11])(=[O:10])=[O:9])=[CH:4][CH:3]=1.[C:14]1([O:20][C:21](Cl)=[O:22])[CH:19]=[CH:18][CH:17]=[CH:16][CH:15]=1.N1C=CC=CC=1, predict the reaction product. The product is: [CH3:11][S:8]([NH:7][CH2:6][C:5]1[CH:12]=[CH:13][C:2]([NH:1][C:21](=[O:22])[O:20][C:14]2[CH:19]=[CH:18][CH:17]=[CH:16][CH:15]=2)=[CH:3][CH:4]=1)(=[O:10])=[O:9]. (5) Given the reactants CCN(C(C)C)C(C)C.[CH:10]1([CH:15]([C:19]2[CH:24]=[CH:23][C:22]([CH2:25][N:26]3[C:31](=[O:32])[CH2:30][O:29][C:28]([C:33]4[CH:38]=[CH:37][CH:36]=[CH:35][CH:34]=4)=[N:27]3)=[CH:21][CH:20]=2)[C:16](O)=[O:17])[CH2:14][CH2:13][CH2:12][CH2:11]1.[NH2:39][CH2:40][CH2:41][CH2:42][CH2:43][CH:44]([CH3:50])[C:45]([O:47][CH2:48][CH3:49])=[O:46].CN(C(ON1N=NC2C=CC=NC1=2)=[N+](C)C)C.F[P-](F)(F)(F)(F)F, predict the reaction product. The product is: [CH:10]1([CH:15]([C:19]2[CH:24]=[CH:23][C:22]([CH2:25][N:26]3[C:31](=[O:32])[CH2:30][O:29][C:28]([C:33]4[CH:38]=[CH:37][CH:36]=[CH:35][CH:34]=4)=[N:27]3)=[CH:21][CH:20]=2)[C:16]([NH:39][CH2:40][CH2:41][CH2:42][CH2:43][CH:44]([CH3:50])[C:45]([O:47][CH2:48][CH3:49])=[O:46])=[O:17])[CH2:14][CH2:13][CH2:12][CH2:11]1. (6) Given the reactants [Br:1][C:2]1[C:10]2[C:5](=[CH:6][N:7]=[CH:8][CH:9]=2)[S:4][C:3]=1[C:11]([NH2:13])=O.P(Cl)(Cl)(Cl)=O.C(=O)([O-])[O-].[Na+].[Na+].C(Cl)Cl, predict the reaction product. The product is: [Br:1][C:2]1[C:10]2[C:5](=[CH:6][N:7]=[CH:8][CH:9]=2)[S:4][C:3]=1[C:11]#[N:13]. (7) Given the reactants [C:1]([O:5][C:6]([NH:8][C:9]1([C:12]([OH:14])=O)[CH2:11][CH2:10]1)=[O:7])([CH3:4])([CH3:3])[CH3:2].CN(C(ON1N=NC2C=CC=NC1=2)=[N+](C)C)C.F[P-](F)(F)(F)(F)F.[F:39][C:40]([F:63])([F:62])[C:41]1[CH:46]=[CH:45][C:44]([CH:47]2[CH2:52][NH:51][CH2:50][CH:49]([NH:53][C:54](=[O:61])[C:55]3[CH:60]=[CH:59][CH:58]=[CH:57][CH:56]=3)[CH2:48]2)=[CH:43][CH:42]=1, predict the reaction product. The product is: [C:55]1([C:54]([NH:53][CH:49]2[CH2:48][CH:47]([C:44]3[CH:43]=[CH:42][C:41]([C:40]([F:63])([F:39])[F:62])=[CH:46][CH:45]=3)[CH2:52][N:51]([C:12]([C:9]3([NH:8][C:6](=[O:7])[O:5][C:1]([CH3:2])([CH3:3])[CH3:4])[CH2:10][CH2:11]3)=[O:14])[CH2:50]2)=[O:61])[CH:60]=[CH:59][CH:58]=[CH:57][CH:56]=1. (8) Given the reactants BrP(Br)(C1C=CC=CC=1)(C1C=CC=CC=1)C1C=CC=CC=1.[NH2:22][C:23]1[C:24]([C:30]([NH:32][NH2:33])=[O:31])=[N:25][C:26]([Br:29])=[CH:27][N:28]=1.[Br:34][CH2:35][C:36]1[CH:44]=[CH:43][C:39]([C:40](O)=O)=[CH:38][CH:37]=1.CCN(C(C)C)C(C)C, predict the reaction product. The product is: [Br:29][C:26]1[N:25]=[C:24]([C:30]2[O:31][C:40]([C:39]3[CH:43]=[CH:44][C:36]([CH2:35][Br:34])=[CH:37][CH:38]=3)=[N:33][N:32]=2)[C:23]([NH2:22])=[N:28][CH:27]=1. (9) Given the reactants [CH2:1]([O:3][C:4]([C:6]1[N:11]=[C:10]([CH2:12][C:13]([CH3:15])=[CH2:14])[C:9]2[N:16]=[C:17]([C:19]3[CH:24]=[CH:23][CH:22]=[CH:21][CH:20]=3)[S:18][C:8]=2[C:7]=1[OH:25])=[O:5])[CH3:2], predict the reaction product. The product is: [CH2:1]([O:3][C:4]([C:6]1[N:11]=[C:10]([CH2:12][CH:13]([CH3:15])[CH3:14])[C:9]2[N:16]=[C:17]([C:19]3[CH:20]=[CH:21][CH:22]=[CH:23][CH:24]=3)[S:18][C:8]=2[C:7]=1[OH:25])=[O:5])[CH3:2]. (10) Given the reactants Cl[C:2]1[CH:3]=[C:4]2[C:9](=[CH:10][CH:11]=1)[N:8]=[C:7](/[CH:12]=[CH:13]/[C:14]1[N:19]=[C:18]([NH:20][CH:21]3[CH2:26][CH2:25][O:24][CH2:23][CH2:22]3)[CH:17]=[CH:16][N:15]=1)[C:6]([CH3:27])=[N:5]2.[NH:28]1[CH2:32][CH2:31][CH2:30][C:29]1=[O:33].C1(P(C2C=CC=CC=2)C2C3OC4C(=CC=CC=4P(C4C=CC=CC=4)C4C=CC=CC=4)C(C)(C)C=3C=CC=2)C=CC=CC=1.C(=O)([O-])[O-].[Cs+].[Cs+].C1(P(C2CCCCC2)C2C=CC=CC=2C2C(C(C)C)=CC(C(C)C)=CC=2C(C)C)CCCCC1.C1(B(O)O)C=CC=CC=1.C(=O)([O-])[O-].[K+].[K+], predict the reaction product. The product is: [CH3:27][C:6]1[C:7](/[CH:12]=[CH:13]/[C:14]2[N:15]=[C:16]([N:28]3[CH2:32][CH2:31][CH2:30][C:29]3=[O:33])[CH:17]=[C:18]([NH:20][CH:21]3[CH2:26][CH2:25][O:24][CH2:23][CH2:22]3)[N:19]=2)=[N:8][C:9]2[C:4]([N:5]=1)=[CH:3][CH:2]=[CH:11][CH:10]=2.